This data is from Full USPTO retrosynthesis dataset with 1.9M reactions from patents (1976-2016). The task is: Predict the reactants needed to synthesize the given product. Given the product [CH3:1][O:2][C:3]([C:5]1[C:10]([F:23])=[C:9]([NH2:11])[N:8]=[C:7]([C:12]2[CH:17]=[CH:16][C:15]([Cl:18])=[C:14]([O:19][CH3:20])[C:13]=2[F:21])[N:6]=1)=[O:4], predict the reactants needed to synthesize it. The reactants are: [CH3:1][O:2][C:3]([C:5]1[CH:10]=[C:9]([NH2:11])[N:8]=[C:7]([C:12]2[CH:17]=[CH:16][C:15]([Cl:18])=[C:14]([O:19][CH3:20])[C:13]=2[F:21])[N:6]=1)=[O:4].[B-](F)(F)(F)[F:23].[B-](F)(F)(F)F.C1[N+]2(CCl)CC[N+](F)(CC2)C1.